From a dataset of Full USPTO retrosynthesis dataset with 1.9M reactions from patents (1976-2016). Predict the reactants needed to synthesize the given product. (1) Given the product [CH2:6]([C@@H:7]1[C:12]([CH3:14])([CH3:13])[O:11][C:10]([NH:15][C:16]23[CH2:23][CH:22]4[CH2:24][C:18]([C:25]([NH2:27])=[O:26])([CH2:19][CH:20]2[CH2:21]4)[CH2:17]3)=[N:9][S:8]1(=[O:28])=[O:29])[C:5]1[CH:30]=[CH:31][CH:2]=[CH:3][CH:4]=1, predict the reactants needed to synthesize it. The reactants are: Br[C:2]1[CH:31]=[CH:30][C:5]([CH2:6][C@@H:7]2[C:12]([CH3:14])([CH3:13])[O:11][C:10]([NH:15][C:16]34[CH2:23][CH:22]5[CH2:24][C:18]([C:25]([NH2:27])=[O:26])([CH2:19][CH:20]3[CH2:21]5)[CH2:17]4)=[N:9][S:8]2(=[O:29])=[O:28])=[CH:4][CH:3]=1.[H][H]. (2) Given the product [F:48][C:12]([F:47])([F:11])[C:13]1[CH:14]=[C:15]([CH:40]=[C:41]([C:43]([F:45])([F:46])[F:44])[CH:42]=1)[CH2:16][N:17]([CH3:39])[C:18](=[O:38])[C:19]1[C:24]([C:25]2[CH:30]=[CH:29][CH:28]=[CH:27][C:26]=2[CH3:31])=[CH:23][C:22]([N:32]2[CH2:33][CH2:34][N:35]([CH:3]=[O:4])[CH2:36][CH2:37]2)=[N:21][CH:20]=1, predict the reactants needed to synthesize it. The reactants are: CN(C)[CH:3]=[O:4].N1C=CN=C1.[F:11][C:12]([F:48])([F:47])[C:13]1[CH:14]=[C:15]([CH:40]=[C:41]([C:43]([F:46])([F:45])[F:44])[CH:42]=1)[CH2:16][N:17]([CH3:39])[C:18](=[O:38])[C:19]1[C:24]([C:25]2[CH:30]=[CH:29][CH:28]=[CH:27][C:26]=2[CH3:31])=[CH:23][C:22]([N:32]2[CH2:37][CH2:36][NH:35][CH2:34][CH2:33]2)=[N:21][CH:20]=1. (3) Given the product [Cl:1][C:2]1[N:11]=[C:10]([O:22][CH3:21])[C:9]2[C:4](=[C:5]([O:17][CH3:18])[C:6]([O:15][CH3:16])=[C:7]([O:13][CH3:14])[CH:8]=2)[N:3]=1, predict the reactants needed to synthesize it. The reactants are: [Cl:1][C:2]1[N:11]=[C:10](Cl)[C:9]2[C:4](=[C:5]([O:17][CH3:18])[C:6]([O:15][CH3:16])=[C:7]([O:13][CH3:14])[CH:8]=2)[N:3]=1.[H-].[Na+].[CH3:21][OH:22]. (4) Given the product [CH2:27]([O:29][C:30](=[O:52])[CH2:31][N:32]1[C:40]2[C:35](=[C:36]([Br:41])[CH:37]=[CH:38][CH:39]=2)[C:34]([C:42]2[CH:47]=[C:46]([F:48])[C:45]([F:49])=[CH:44][C:43]=2[OH:50])([CH2:5][OH:16])[C:33]1=[O:51])[CH3:28], predict the reactants needed to synthesize it. The reactants are: BrC1C=CC=C2C=1C(C1C(O)=CC3OCOC=3C=1)[C:5](=[O:16])N2CCCCC.[CH2:27]([O:29][C:30](=[O:52])[CH2:31][N:32]1[C:40]2[C:35](=[C:36]([Br:41])[CH:37]=[CH:38][CH:39]=2)[CH:34]([C:42]2[CH:47]=[C:46]([F:48])[C:45]([F:49])=[CH:44][C:43]=2[OH:50])[C:33]1=[O:51])[CH3:28]. (5) Given the product [OH:2][CH2:1][C:3]1[CH:8]=[CH:7][C:6]2[NH:9][C:10]3[C:22]4[N:21]([C@@H:23]5[O:32][C@H:31]([CH2:33][OH:34])[C@@H:28]([O:29][CH3:30])[C@H:26]([OH:27])[C@H:24]5[OH:25])[C:20]5[C:15](=[CH:16][C:17]([CH2:35][OH:36])=[CH:18][CH:19]=5)[C:14]=4[C:13]4[C:37](=[O:41])[NH:38][C:39](=[O:40])[C:12]=4[C:11]=3[C:5]=2[CH:4]=1, predict the reactants needed to synthesize it. The reactants are: [CH:1]([C:3]1[CH:8]=[CH:7][C:6]2[NH:9][C:10]3[C:22]4[N:21]([C@@H:23]5[O:32][C@H:31]([CH2:33][OH:34])[C@@H:28]([O:29][CH3:30])[C@H:26]([OH:27])[C@H:24]5[OH:25])[C:20]5[C:15](=[CH:16][C:17]([CH:35]=[O:36])=[CH:18][CH:19]=5)[C:14]=4[C:13]4[C:37](=[O:41])[NH:38][C:39](=[O:40])[C:12]=4[C:11]=3[C:5]=2[CH:4]=1)=[O:2].[K+].[Br-]. (6) Given the product [Br:2][C:3]1[CH:7]=[C:6]([C:8]2([O:12][CH3:13])[CH2:11][N:10]([S:25]([CH:23]([CH3:24])[CH3:22])(=[O:27])=[O:26])[CH2:9]2)[N:5]([CH3:14])[N:4]=1, predict the reactants needed to synthesize it. The reactants are: Cl.[Br:2][C:3]1[CH:7]=[C:6]([C:8]2([O:12][CH3:13])[CH2:11][NH:10][CH2:9]2)[N:5]([CH3:14])[N:4]=1.C(N(CC)CC)C.[CH3:22][CH:23]([S:25](Cl)(=[O:27])=[O:26])[CH3:24].C(=O)(O)[O-].[Na+]. (7) Given the product [Cl:1][C:2]1[C:7]2[N:8]=[C:9]([CH:11]3[CH2:12][CH2:13][CH2:14][N:16]([C:43](=[O:45])[CH2:42][CH2:41][CH2:40][CH:37]4[CH2:36][CH2:35][N:34]([C:46]5[CH:51]=[CH:50][N:49]=[CH:48][CH:47]=5)[CH2:39][CH2:38]4)[CH2:17]3)[NH:59][C:6]=2[CH:5]=[CH:4][CH:3]=1, predict the reactants needed to synthesize it. The reactants are: [Cl:1][C:2]1[C:7]2[N:8]=[C:9]([C:11]3[CH:12]=[C:13](C=CC=3)[C:14]([NH:16][CH2:17]CC3CCN(C4C=CN=CC=4)CC3)=O)S[C:6]=2[CH:5]=[CH:4][CH:3]=1.[N:34]1([C:46]2[CH:51]=[CH:50][N:49]=[CH:48][CH:47]=2)[CH2:39][CH2:38][CH:37]([CH2:40][CH2:41][CH2:42][C:43]([OH:45])=O)[CH2:36][CH2:35]1.C([N:59]1CCCC(C=O)C1)(OC(C)(C)C)=O.C(O)(C(F)(F)F)=O. (8) Given the product [F:13][C:10]1[CH:11]=[CH:12][C:7]([C:6]2[N:5]([CH2:14][C:15]3[CH:19]=[CH:18][O:17][CH:16]=3)[N:4]=[C:3]([CH3:20])[C:2]=2[C:29]2[CH:30]=[CH:31][C:32]3[O:37][CH2:36][C:35](=[O:38])[NH:34][C:33]=3[CH:39]=2)=[CH:8][CH:9]=1, predict the reactants needed to synthesize it. The reactants are: Br[C:2]1[C:3]([CH3:20])=[N:4][N:5]([CH2:14][C:15]2[CH:19]=[CH:18][O:17][CH:16]=2)[C:6]=1[C:7]1[CH:12]=[CH:11][C:10]([F:13])=[CH:9][CH:8]=1.CC1(C)C(C)(C)OB([C:29]2[CH:30]=[CH:31][C:32]3[O:37][CH2:36][C:35](=[O:38])[NH:34][C:33]=3[CH:39]=2)O1.C(=O)([O-])[O-].[Cs+].[Cs+].O. (9) The reactants are: [NH2:1][C:2]1[C:10]2[C:5](=[N:6][C:7]([C:18]3[CH:23]=[CH:22][C:21]([Cl:24])=[CH:20][C:19]=3[Cl:25])=[C:8]([C:11]3[CH:16]=[CH:15][C:14]([Cl:17])=[CH:13][CH:12]=3)[CH:9]=2)[O:4][C:3]=1[C:26](=[O:28])[CH3:27].[CH3:29][S:30](Cl)(=[O:32])=[O:31].C(N(CC)CC)C. Given the product [C:26]([C:3]1[O:4][C:5]2=[N:6][C:7]([C:18]3[CH:23]=[CH:22][C:21]([Cl:24])=[CH:20][C:19]=3[Cl:25])=[C:8]([C:11]3[CH:16]=[CH:15][C:14]([Cl:17])=[CH:13][CH:12]=3)[CH:9]=[C:10]2[C:2]=1[N:1]([S:30]([CH3:29])(=[O:32])=[O:31])[S:30]([CH3:29])(=[O:32])=[O:31])(=[O:28])[CH3:27], predict the reactants needed to synthesize it. (10) Given the product [Br:54][C:55]1[C:64]([S:65]([N:68]2[CH2:75][CH2:74][CH2:73][CH2:72][N:71]([C:28]([O:27][C:23]([CH3:26])([CH3:25])[CH3:24])=[O:29])[CH2:70][C@H:69]2[CH3:76])(=[O:67])=[O:66])=[CH:63][CH:62]=[C:61]2[C:56]=1[CH:57]=[CH:58][N:59]=[CH:60]2, predict the reactants needed to synthesize it. The reactants are: Cl.Cl.NC1CCN(S(C2C=C3C(=CC=2)C=NC=C3)(=O)=O)CC1.[C:23]([O:27][C:28](N(CCCO)C[C@@H](NS(C1C=C2C(=CC=1)C=NC=C2)(=O)=O)C)=[O:29])([CH3:26])([CH3:25])[CH3:24].Cl.Cl.[Br:54][C:55]1[C:64]([S:65]([N:68]2[CH2:75][CH2:74][CH2:73][CH2:72][NH:71][CH2:70][C@H:69]2[CH3:76])(=[O:67])=[O:66])=[CH:63][CH:62]=[C:61]2[C:56]=1[CH:57]=[CH:58][N:59]=[CH:60]2.